The task is: Regression. Given two drug SMILES strings and cell line genomic features, predict the synergy score measuring deviation from expected non-interaction effect.. This data is from NCI-60 drug combinations with 297,098 pairs across 59 cell lines. (1) Drug 1: C1=CC=C(C(=C1)C(C2=CC=C(C=C2)Cl)C(Cl)Cl)Cl. Drug 2: CC(C)(C#N)C1=CC(=CC(=C1)CN2C=NC=N2)C(C)(C)C#N. Cell line: MDA-MB-231. Synergy scores: CSS=1.23, Synergy_ZIP=-2.09, Synergy_Bliss=-4.91, Synergy_Loewe=-4.67, Synergy_HSA=-4.86. (2) Drug 1: CC1=CC2C(CCC3(C2CCC3(C(=O)C)OC(=O)C)C)C4(C1=CC(=O)CC4)C. Drug 2: C1CN1P(=S)(N2CC2)N3CC3. Cell line: SK-MEL-2. Synergy scores: CSS=-5.67, Synergy_ZIP=3.10, Synergy_Bliss=-7.10, Synergy_Loewe=-14.2, Synergy_HSA=-9.74. (3) Drug 1: CC1(CCCN1)C2=NC3=C(C=CC=C3N2)C(=O)N. Drug 2: CCC1(C2=C(COC1=O)C(=O)N3CC4=CC5=C(C=CC(=C5CN(C)C)O)N=C4C3=C2)O. Cell line: SK-OV-3. Synergy scores: CSS=37.9, Synergy_ZIP=0.682, Synergy_Bliss=-1.88, Synergy_Loewe=-45.3, Synergy_HSA=-3.23. (4) Drug 1: CC12CCC3C(C1CCC2O)C(CC4=C3C=CC(=C4)O)CCCCCCCCCS(=O)CCCC(C(F)(F)F)(F)F. Drug 2: C1CC(=O)NC(=O)C1N2C(=O)C3=CC=CC=C3C2=O. Cell line: CAKI-1. Synergy scores: CSS=-4.11, Synergy_ZIP=0.644, Synergy_Bliss=-5.71, Synergy_Loewe=-6.21, Synergy_HSA=-7.88.